From a dataset of Reaction yield outcomes from USPTO patents with 853,638 reactions. Predict the reaction yield, written as a fraction of the theoretical maximum amount of product (1.0 means a 100% yield; for example, 0.34 means a 34% yield). (1) The reactants are Br[C:2]1[N:3]=[C:4]([CH3:7])[S:5][CH:6]=1.[CH2:8]([N:12]1[N:16]=[C:15]2[CH:17]=[CH:18][CH:19]=[CH:20][C:14]2=[N:13]1)[CH2:9][C:10]#[CH:11]. No catalyst specified. The product is [CH3:7][C:4]1[S:5][CH:6]=[C:2]([C:11]#[C:10][CH2:9][CH2:8][N:12]2[N:13]=[C:14]3[CH:20]=[CH:19][CH:18]=[CH:17][C:15]3=[N:16]2)[N:3]=1. The yield is 0.500. (2) The reactants are [Cl:1][C:2]1[S:3][C:4]([S:7](Cl)(=[O:9])=[O:8])=[CH:5][N:6]=1.C(N(CC)C(C)C)(C)C.Cl.[CH:21]1([N:24]2[CH2:29][C:28]3([CH2:34][CH2:33][NH:32][CH2:31][CH2:30]3)[O:27][CH2:26][C:25]2=[O:35])[CH2:23][CH2:22]1.C(O)C. The catalyst is ClCCl. The product is [Cl:1][C:2]1[S:3][C:4]([S:7]([N:32]2[CH2:33][CH2:34][C:28]3([O:27][CH2:26][C:25](=[O:35])[N:24]([CH:21]4[CH2:22][CH2:23]4)[CH2:29]3)[CH2:30][CH2:31]2)(=[O:9])=[O:8])=[CH:5][N:6]=1. The yield is 0.680. (3) The reactants are C[O:2][C:3](=[O:36])[CH:4]([C:26]1[C:34]2[C:29](=[CH:30][CH:31]=[CH:32][CH:33]=2)[N:28]([CH3:35])[CH:27]=1)[CH2:5][C:6]1[CH:10]=[C:9]([C:11]2[CH:16]=[CH:15][C:14]([CH3:17])=[CH:13][CH:12]=2)[N:8]([C:18]2[CH:23]=[CH:22][C:21]([O:24][CH3:25])=[CH:20][CH:19]=2)[N:7]=1.[Li+].[OH-]. No catalyst specified. The product is [CH3:25][O:24][C:21]1[CH:20]=[CH:19][C:18]([N:8]2[C:9]([C:11]3[CH:16]=[CH:15][C:14]([CH3:17])=[CH:13][CH:12]=3)=[CH:10][C:6]([CH2:5][CH:4]([C:26]3[C:34]4[C:29](=[CH:30][CH:31]=[CH:32][CH:33]=4)[N:28]([CH3:35])[CH:27]=3)[C:3]([OH:36])=[O:2])=[N:7]2)=[CH:23][CH:22]=1. The yield is 0.490.